Task: Predict the product of the given reaction.. Dataset: Forward reaction prediction with 1.9M reactions from USPTO patents (1976-2016) Given the reactants Br[C:2]1[CH:7]=[CH:6][CH:5]=[CH:4][C:3]=1[F:8].C([Li])CCC.[O:14]1[C:18]2[CH:19]=[CH:20][CH:21]=[CH:22][C:17]=2[CH:16]=[C:15]1[CH:23]=[N:24][S:25]([C:28]1[CH:38]=[CH:37][C:31]2[O:32][CH2:33][CH2:34][CH2:35][O:36][C:30]=2[CH:29]=1)(=[O:27])=[O:26], predict the reaction product. The product is: [O:14]1[C:18]2[CH:19]=[CH:20][CH:21]=[CH:22][C:17]=2[CH:16]=[C:15]1[CH:23]([C:2]1[CH:7]=[CH:6][CH:5]=[CH:4][C:3]=1[F:8])[NH:24][S:25]([C:28]1[CH:38]=[CH:37][C:31]2[O:32][CH2:33][CH2:34][CH2:35][O:36][C:30]=2[CH:29]=1)(=[O:26])=[O:27].